This data is from Forward reaction prediction with 1.9M reactions from USPTO patents (1976-2016). The task is: Predict the product of the given reaction. (1) Given the reactants [NH:1]1[CH2:8][CH2:7][C:6](=[O:9])[NH:5][CH2:4][CH2:3][C:2]1=[O:10].[H-].[Na+].Br[CH2:14][C:15]([O:17][C:18]([CH3:21])([CH3:20])[CH3:19])=[O:16], predict the reaction product. The product is: [C:18]([O:17][C:15]([CH2:14][N:1]1[C:2](=[O:10])[CH2:3][CH2:4][N:5]([CH2:14][C:15]([O:17][C:18]([CH3:21])([CH3:20])[CH3:19])=[O:16])[C:6](=[O:9])[CH2:7][CH2:8]1)=[O:16])([CH3:21])([CH3:20])[CH3:19]. (2) Given the reactants CN(C)[CH:3]=[O:4].P(Cl)(Cl)(Cl)=O.C[O:12][C:13]([CH2:15][CH2:16][C:17]1[C:21]([CH3:22])=[CH:20][NH:19][CH:18]=1)=[O:14], predict the reaction product. The product is: [C:13]([CH2:15][CH2:16][C:17]1[C:21]([CH3:22])=[C:20]([CH:3]=[O:4])[NH:19][CH:18]=1)([OH:12])=[O:14].